This data is from Catalyst prediction with 721,799 reactions and 888 catalyst types from USPTO. The task is: Predict which catalyst facilitates the given reaction. (1) Reactant: C(Cl)(=O)C(Cl)=O.[Br:7][C:8]1[CH:18]=[CH:17][C:11](/[CH:12]=[CH:13]/[C:14](O)=[O:15])=[CH:10][CH:9]=1.Cl.[CH3:20][NH:21][O:22][CH3:23].C(N(CC)CC)C. Product: [Br:7][C:8]1[CH:18]=[CH:17][C:11]([CH:12]=[CH:13][C:14]([N:21]([O:22][CH3:23])[CH3:20])=[O:15])=[CH:10][CH:9]=1. The catalyst class is: 139. (2) Reactant: C(N1C=CN=C1)(N1C=CN=C1)=O.[CH3:13][O:14][C:15]1[CH:20]=[CH:19][C:18]([C:21]2[N:26]=[C:25]([C:27](O)=[O:28])[C:24]([CH3:30])=[CH:23][CH:22]=2)=[C:17]([CH3:31])[C:16]=1[CH:32]1[C:45]2[C:44](=[O:46])[CH2:43][C:42]([CH3:48])([CH3:47])[CH2:41][C:40]=2[O:39][C:38]2[CH2:37][C:36]([CH3:50])([CH3:49])[CH2:35][C:34](=[O:51])[C:33]1=2.[CH3:52][S:53]([NH2:56])(=[O:55])=[O:54].N12CCCN=C1CCCCC2.C(O)(=O)CC(CC(O)=O)(C(O)=O)O. Product: [CH3:13][O:14][C:15]1[CH:20]=[CH:19][C:18]([C:21]2[N:26]=[C:25]([C:27]([NH:56][S:53]([CH3:52])(=[O:55])=[O:54])=[O:28])[C:24]([CH3:30])=[CH:23][CH:22]=2)=[C:17]([CH3:31])[C:16]=1[CH:32]1[C:45]2[C:44](=[O:46])[CH2:43][C:42]([CH3:47])([CH3:48])[CH2:41][C:40]=2[O:39][C:38]2[CH2:37][C:36]([CH3:50])([CH3:49])[CH2:35][C:34](=[O:51])[C:33]1=2. The catalyst class is: 3.